From a dataset of Forward reaction prediction with 1.9M reactions from USPTO patents (1976-2016). Predict the product of the given reaction. The product is: [OH:55][CH2:54][C@@H:38]1[C@@H:39]([OH:50])[C@H:40]([OH:46])[C@H:41]([OH:42])[C@@H:36]([CH2:35]/[CH:34]=[CH:33]/[C:30]2[CH:29]=[CH:28][C:27](/[CH:26]=[CH:25]/[CH2:24][C@@H:8]3[C@@H:9]([OH:20])[C@@H:10]([OH:16])[C@H:11]([OH:12])[C@@H:6]([CH2:5][OH:4])[O:7]3)=[CH:32][CH:31]=2)[O:37]1. Given the reactants C([O:4][CH2:5][C@@H:6]1[C@@H:11]([O:12]C(=O)C)[C@H:10]([O:16]C(=O)C)[C@H:9]([O:20]C(=O)C)[C@@H:8]([CH2:24]/[CH:25]=[CH:26]/[C:27]2[CH:32]=[CH:31][C:30](/[CH:33]=[CH:34]/[CH2:35][C@@H:36]3[C@@H:41]([O:42]C(=O)C)[C@@H:40]([O:46]C(=O)C)[C@H:39]([O:50]C(=O)C)[C@@H:38]([CH2:54][O:55]C(=O)C)[O:37]3)=[CH:29][CH:28]=2)[O:7]1)(=O)C.CO[Na], predict the reaction product.